This data is from Full USPTO retrosynthesis dataset with 1.9M reactions from patents (1976-2016). The task is: Predict the reactants needed to synthesize the given product. (1) Given the product [OH:8][C:9]1[C:18]2[C:13](=[C:14]([CH3:21])[C:15]([O:19][CH3:20])=[CH:16][CH:17]=2)[N:12]=[C:11]([N:25]2[C:24]([CH3:23])=[CH:28][C:27]([CH3:29])=[N:26]2)[CH:10]=1, predict the reactants needed to synthesize it. The reactants are: C([O:8][C:9]1[C:18]2[C:13](=[C:14]([CH3:21])[C:15]([O:19][CH3:20])=[CH:16][CH:17]=2)[N:12]=[C:11](Cl)[CH:10]=1)C1C=CC=CC=1.[CH3:23][C:24]1[CH:28]=[C:27]([CH3:29])[NH:26][N:25]=1.OC1C2C(=C(C)C(OC)=CC=2)N=C(N2C=CC(C(C)C)=N2)C=1. (2) Given the product [Br:16][CH2:1][C:2]1[C:7](=[O:8])[N:6]2[CH2:9][CH2:10][CH2:11][C:5]2=[N:4][C:3]=1[C:12]([F:15])([F:13])[F:14], predict the reactants needed to synthesize it. The reactants are: [CH3:1][C:2]1[C:7](=[O:8])[N:6]2[CH2:9][CH2:10][CH2:11][C:5]2=[N:4][C:3]=1[C:12]([F:15])([F:14])[F:13].[Br:16]N1C(=O)CCC1=O.N(C(C)(C)C#N)=NC(C)(C)C#N. (3) Given the product [C:1]([O:5][C:6]([N:8]1[C@@H:12]([C@@H:13]([O:24][CH2:15][C:16]2[CH:21]=[CH:20][CH:19]=[CH:18][CH:17]=2)[C@@H:14]([N:23]([CH2:29][C:30]2[CH:35]=[CH:34][CH:33]=[CH:32][CH:31]=2)[CH2:29][C:30]2[CH:35]=[CH:34][CH:33]=[CH:32][CH:31]=2)[CH2:15][C:16]2[CH:21]=[CH:20][CH:19]=[C:18]([O:22][CH2:29][C:30]3[CH:35]=[CH:34][CH:33]=[CH:32][CH:31]=3)[CH:17]=2)[CH2:11][O:10][C:9]1([CH3:26])[CH3:25])=[O:7])([CH3:4])([CH3:2])[CH3:3], predict the reactants needed to synthesize it. The reactants are: [C:1]([O:5][C:6]([N:8]1[C@@H:12]([C@@H:13]([OH:24])[C@@H:14]([NH2:23])[CH2:15][C:16]2[CH:21]=[CH:20][CH:19]=[C:18]([OH:22])[CH:17]=2)[CH2:11][O:10][C:9]1([CH3:26])[CH3:25])=[O:7])([CH3:4])([CH3:3])[CH3:2].[H-].[Na+].[CH2:29](Br)[C:30]1[CH:35]=[CH:34][CH:33]=[CH:32][CH:31]=1. (4) Given the product [Br:1][C:2]1[C:3]([CH3:22])=[C:4]([N:8]2[C:19](=[O:20])[C:11]3[S:12][C:13]([C:15]([CH3:18])([CH3:17])[CH3:16])=[CH:14][C:10]=3[CH2:9]2)[CH:5]=[CH:6][CH:7]=1, predict the reactants needed to synthesize it. The reactants are: [Br:1][C:2]1[C:3]([CH3:22])=[C:4]([NH:8][CH2:9][C:10]2[CH:14]=[C:13]([C:15]([CH3:18])([CH3:17])[CH3:16])[S:12][C:11]=2[C:19](O)=[O:20])[CH:5]=[CH:6][CH:7]=1.S(Cl)(Cl)=O. (5) Given the product [OH:40][C:25]1[C:24]([NH:23][C:18]2[C:17](=[O:16])[C:20](=[O:21])[C:19]=2[NH:13][CH:7]([C:5]2[O:6][C:2]([CH3:1])=[CH:3][CH:4]=2)[C:8]2([CH3:12])[CH2:9][O:10][CH2:11]2)=[CH:39][CH:38]=[CH:37][C:26]=1[C:27]([N:29]1[CH2:33][CH2:32][CH2:31][C@@H:30]1[C:34]([OH:36])=[O:35])=[O:28], predict the reactants needed to synthesize it. The reactants are: [CH3:1][C:2]1[O:6][C:5]([CH:7]([NH2:13])[C:8]2([CH3:12])[CH2:11][O:10][CH2:9]2)=[CH:4][CH:3]=1.C([O:16][C:17]1[C:20](=[O:21])[C:19](=O)[C:18]=1[NH:23][C:24]1[C:25]([OH:40])=[C:26]([CH:37]=[CH:38][CH:39]=1)[C:27]([N:29]1[CH2:33][CH2:32][CH2:31][C@@H:30]1[C:34]([OH:36])=[O:35])=[O:28])C. (6) Given the product [CH:7]1[N:8]=[CH:9][C:4]([C:1]([CH2:2][CH2:10][NH:11][CH2:12][CH2:13][CH2:15][OH:16])=[O:3])=[N:5][CH:6]=1, predict the reactants needed to synthesize it. The reactants are: [C:1]([C:4]1[CH:9]=[N:8][CH:7]=[CH:6][N:5]=1)(=[O:3])[CH3:2].[CH3:10][NH:11][CH2:12][CH2:13]O.[CH2:15]=[O:16]. (7) Given the product [CH:8]1([NH:11][C:12]([N:14]2[C:22]3[C:17](=[CH:18][C:19]([O:23][C:24]4[CH:29]=[CH:28][N:27]=[C:26]([NH:30][C:31]([N:5]5[CH2:6][CH2:7][CH:2]([OH:1])[CH2:3][CH2:4]5)=[O:39])[CH:25]=4)=[CH:20][CH:21]=3)[CH:16]=[CH:15]2)=[O:13])[CH2:10][CH2:9]1, predict the reactants needed to synthesize it. The reactants are: [OH:1][CH:2]1[CH2:7][CH2:6][NH:5][CH2:4][CH2:3]1.[CH:8]1([NH:11][C:12]([N:14]2[C:22]3[C:17](=[CH:18][C:19]([O:23][C:24]4[CH:29]=[CH:28][N:27]=[C:26]([N:30](C(OC5C=CC=CC=5)=O)[C:31](=[O:39])OC5C=CC=CC=5)[CH:25]=4)=[CH:20][CH:21]=3)[CH:16]=[CH:15]2)=[O:13])[CH2:10][CH2:9]1.C1(NC(N2C3C(=CC(OC4C=CN=C(NC(N5CCC(N6CCCC6)CC5)=O)C=4)=CC=3)C=C2)=O)CC1.